This data is from Forward reaction prediction with 1.9M reactions from USPTO patents (1976-2016). The task is: Predict the product of the given reaction. Given the reactants CC1C=CC(S(O[CH2:12][CH2:13][C@@H:14]2[CH2:16][C@@H:15]2[CH:17]2[CH2:22][CH2:21][N:20]([C:23]3[N:28]=[CH:27][C:26]([Cl:29])=[CH:25][N:24]=3)[CH2:19][CH2:18]2)(=O)=O)=CC=1.[N:30]1[N:31]=[CH:32][N:33]([C:35]2[CH:40]=[CH:39][C:38]([NH:41][C:42](=[O:44])[CH3:43])=[CH:37][CH:36]=2)[CH:34]=1.C(=O)([O-])[O-].[Cs+].[Cs+].O, predict the reaction product. The product is: [Cl:29][C:26]1[CH:27]=[N:28][C:23]([N:20]2[CH2:19][CH2:18][CH:17]([C@H:15]3[CH2:16][C@H:14]3[CH2:13][CH2:12][N:41]([C:38]3[CH:37]=[CH:36][C:35]([N:33]4[CH:34]=[N:30][N:31]=[CH:32]4)=[CH:40][CH:39]=3)[C:42](=[O:44])[CH3:43])[CH2:22][CH2:21]2)=[N:24][CH:25]=1.